This data is from Reaction yield outcomes from USPTO patents with 853,638 reactions. The task is: Predict the reaction yield, written as a fraction of the theoretical maximum amount of product (1.0 means a 100% yield; for example, 0.34 means a 34% yield). (1) The reactants are [CH2:1]([C:8]1[N:20]=[C:19]2[N:10]([C:11](=O)[NH:12][C:13]3[CH:14]=[CH:15][C:16]([Cl:21])=[CH:17][C:18]=32)[N:9]=1)[C:2]1[CH:7]=[CH:6][CH:5]=[CH:4][CH:3]=1.O=P(Cl)(Cl)[Cl:25]. No catalyst specified. The product is [CH2:1]([C:8]1[N:20]=[C:19]2[N:10]([C:11]([Cl:25])=[N:12][C:13]3[CH:14]=[CH:15][C:16]([Cl:21])=[CH:17][C:18]=32)[N:9]=1)[C:2]1[CH:7]=[CH:6][CH:5]=[CH:4][CH:3]=1. The yield is 0.510. (2) The reactants are Br[C:2]1[CH:7]=[CH:6][CH:5]=[CH:4][N:3]=1.C([Li])CCC.[NH2:13][C:14]1[CH:22]=[CH:21][C:20]([Cl:23])=[CH:19][C:15]=1[C:16](O)=[O:17].Cl[Si](C)(C)C.Cl. The catalyst is CCOCC.C1COCC1. The product is [NH2:13][C:14]1[CH:22]=[CH:21][C:20]([Cl:23])=[CH:19][C:15]=1[C:16]([C:2]1[CH:7]=[CH:6][CH:5]=[CH:4][N:3]=1)=[O:17]. The yield is 0.450.